The task is: Predict the reactants needed to synthesize the given product.. This data is from Full USPTO retrosynthesis dataset with 1.9M reactions from patents (1976-2016). Given the product [Br:13][C:14]1[CH:15]=[C:11]2[C:7]([C:1]3[CH:2]=[CH:3][CH:4]=[CH:5][CH:6]=3)=[N:8][NH:9][C:10]2=[N:12][CH:17]=1, predict the reactants needed to synthesize it. The reactants are: [C:1]1([C:7]2[CH:11]=[C:10]([NH2:12])[NH:9][N:8]=2)[CH:6]=[CH:5][CH:4]=[CH:3][CH:2]=1.[Br:13][CH:14]([CH:17]=O)[CH:15]=O.